This data is from Forward reaction prediction with 1.9M reactions from USPTO patents (1976-2016). The task is: Predict the product of the given reaction. (1) The product is: [ClH:31].[CH2:1]1[C:10]2[C:5](=[CH:6][CH:7]=[CH:8][CH:9]=2)[CH2:4][CH2:3][N:2]1[C:11]1[N:12]=[C:13]([OH:30])[CH:14]=[C:15]2[C:19]([CH3:20])=[C:18]([CH3:21])[N:17]([CH2:22][C:23]3[CH:28]=[CH:27][CH:26]=[C:25]([F:29])[CH:24]=3)[C:16]=12. Given the reactants [CH2:1]1[C:10]2[C:5](=[CH:6][CH:7]=[CH:8][CH:9]=2)[CH2:4][CH2:3][N:2]1[C:11]1[N:12]=[C:13]([OH:30])[CH:14]=[C:15]2[C:19]([CH3:20])=[C:18]([CH3:21])[N:17]([CH2:22][C:23]3[CH:28]=[CH:27][CH:26]=[C:25]([F:29])[CH:24]=3)[C:16]=12.[ClH:31], predict the reaction product. (2) Given the reactants [O:1]1[C:6]2[CH:7]=[CH:8][C:9]([CH2:11][NH:12][CH:13]3[CH2:18][CH2:17][N:16]([CH2:19][CH2:20][N:21]4[C:30]5[C:25](=[CH:26][CH:27]=[C:28]([O:31][CH3:32])[CH:29]=5)[N:24]=[CH:23][C:22]4=[O:33])[CH2:15][CH2:14]3)=[CH:10][C:5]=2[O:4][CH:3]=[CH:2]1.[ClH:34].C(OCC)(=O)C, predict the reaction product. The product is: [ClH:34].[O:1]1[C:6]2[CH:7]=[CH:8][C:9]([CH2:11][NH:12][CH:13]3[CH2:14][CH2:15][N:16]([CH2:19][CH2:20][N:21]4[C:30]5[C:25](=[CH:26][CH:27]=[C:28]([O:31][CH3:32])[CH:29]=5)[N:24]=[CH:23][C:22]4=[O:33])[CH2:17][CH2:18]3)=[CH:10][C:5]=2[O:4][CH:3]=[CH:2]1.